From a dataset of Forward reaction prediction with 1.9M reactions from USPTO patents (1976-2016). Predict the product of the given reaction. (1) Given the reactants C([O:3][C:4]([C:6]([CH3:37])([O:8][C:9]1[CH:14]=[CH:13][C:12]([CH2:15][CH2:16][CH2:17][C:18]([NH:20][N:21]([CH2:28][C:29]2[CH:34]=[CH:33][C:32]([Cl:35])=[C:31]([Cl:36])[CH:30]=2)[C:22]([NH:24][CH2:25][CH2:26][CH3:27])=[O:23])=[O:19])=[CH:11][CH:10]=1)[CH3:7])=[O:5])C.[OH-].[Na+], predict the reaction product. The product is: [C:4]([C:6]([CH3:37])([O:8][C:9]1[CH:14]=[CH:13][C:12]([CH2:15][CH2:16][CH2:17][C:18]([NH:20][N:21]([CH2:28][C:29]2[CH:34]=[CH:33][C:32]([Cl:35])=[C:31]([Cl:36])[CH:30]=2)[C:22]([NH:24][CH2:25][CH2:26][CH3:27])=[O:23])=[O:19])=[CH:11][CH:10]=1)[CH3:7])([OH:5])=[O:3]. (2) Given the reactants [NH:1]1[CH2:6][CH2:5][CH2:4][CH2:3][CH2:2]1.[C:7]([O:11][C:12]([N:14]1[CH2:19][CH2:18][CH:17]([CH2:20][CH2:21]OS(C2C=CC(C)=CC=2)(=O)=O)[CH2:16][CH2:15]1)=[O:13])([CH3:10])([CH3:9])[CH3:8], predict the reaction product. The product is: [C:7]([O:11][C:12]([N:14]1[CH2:15][CH2:16][CH:17]([CH2:20][CH2:21][N:1]2[CH2:6][CH2:5][CH2:4][CH2:3][CH2:2]2)[CH2:18][CH2:19]1)=[O:13])([CH3:8])([CH3:9])[CH3:10]. (3) Given the reactants Cl[C:2](=[O:8])[C:3]([O:5]CC)=O.[Cl:9][C:10]1[CH:11]=[CH:12][C:13]([CH3:23])=[C:14]([NH:16][C:17]([NH:19][CH2:20][C:21]#[CH:22])=[S:18])[CH:15]=1, predict the reaction product. The product is: [Cl:9][C:10]1[CH:11]=[CH:12][C:13]([CH3:23])=[C:14]([N:16]2[C:2](=[O:8])[C:3](=[O:5])[N:19]([CH2:20][C:21]#[CH:22])[C:17]2=[S:18])[CH:15]=1. (4) Given the reactants [CH3:1][O:2][C:3]1[CH:4]=[C:5]([CH:13](OC(=O)C)[C:14]([N:16]([CH3:30])[CH2:17][C:18]2[CH:23]=[CH:22][CH:21]=[C:20]([O:24][CH3:25])[C:19]=2[O:26][CH:27]([CH3:29])[CH3:28])=[O:15])[CH:6]=[C:7]([O:11][CH3:12])[C:8]=1[O:9][CH3:10].FC(F)(F)C(O)=O, predict the reaction product. The product is: [CH3:30][N:16]1[C:14](=[O:15])[CH:13]([C:5]2[CH:4]=[C:3]([O:2][CH3:1])[C:8]([O:9][CH3:10])=[C:7]([O:11][CH3:12])[CH:6]=2)[C:23]2[C:18](=[C:19]([O:26][CH:27]([CH3:29])[CH3:28])[C:20]([O:24][CH3:25])=[CH:21][CH:22]=2)[CH2:17]1. (5) The product is: [CH3:16][O:17][C:18]1[CH:19]=[C:20]([C@@H:21]2[NH:2][CH:3]([C:6]([OH:8])=[O:7])[CH2:4][S:5]2)[CH:23]=[CH:24][CH:25]=1. Given the reactants Cl.[NH2:2][C@H:3]([C:6]([OH:8])=[O:7])[CH2:4][SH:5].C([O-])(=O)C.[K+].CO.[CH3:16][O:17][C:18]1[CH:19]=[C:20]([CH:23]=[CH:24][CH:25]=1)[CH:21]=O, predict the reaction product.